Dataset: Full USPTO retrosynthesis dataset with 1.9M reactions from patents (1976-2016). Task: Predict the reactants needed to synthesize the given product. (1) Given the product [CH2:1]([O:3][C:4](=[O:18])[CH:5]([O:15][CH2:16][CH3:17])[CH2:6][C:7]1[CH:12]=[CH:11][C:10]([O:13][CH2:20][C:21]2[N:22]=[C:23]([C:27]3[CH:32]=[CH:31][C:30]([Cl:33])=[CH:29][CH:28]=3)[S:24][C:25]=2[CH3:26])=[CH:9][C:8]=1[CH3:14])[CH3:2], predict the reactants needed to synthesize it. The reactants are: [CH2:1]([O:3][C:4](=[O:18])[CH:5]([O:15][CH2:16][CH3:17])[CH2:6][C:7]1[CH:12]=[CH:11][C:10]([OH:13])=[CH:9][C:8]=1[CH3:14])[CH3:2].Br[CH2:20][C:21]1[N:22]=[C:23]([C:27]2[CH:32]=[CH:31][C:30]([Cl:33])=[CH:29][CH:28]=2)[S:24][C:25]=1[CH3:26].C(=O)([O-])[O-].[Cs+].[Cs+].[I-].[K+]. (2) Given the product [ClH:26].[CH3:2][C@H:3]1[N:8]([C:9]2[C:10]3[CH:17]=[CH:16][S:15][C:11]=3[N:12]=[CH:13][N:14]=2)[C@@H:7]([CH3:18])[CH2:6][N:5]([CH2:19][C:20]([Cl:1])=[O:21])[CH2:4]1, predict the reactants needed to synthesize it. The reactants are: [ClH:1].[CH3:2][C@H:3]1[N:8]([C:9]2[C:10]3[CH:17]=[CH:16][S:15][C:11]=3[N:12]=[CH:13][N:14]=2)[C@@H:7]([CH3:18])[CH2:6][N:5]([CH2:19][C:20](O)=[O:21])[CH2:4]1.C(Cl)(=O)C([Cl:26])=O. (3) Given the product [C:5]([O:9][C:10](=[O:30])[NH:11][CH2:12][C@@H:13]1[O:29][C:1](=[O:2])[N:15]([C:16]2[CH:17]=[C:18]3[C:22](=[CH:23][CH:24]=2)[N:21]([CH2:25][CH2:26][F:27])[C:20](=[O:28])[CH2:19]3)[CH2:14]1)([CH3:8])([CH3:6])[CH3:7], predict the reactants needed to synthesize it. The reactants are: [C:1](Cl)(Cl)=[O:2].[C:5]([O:9][C:10](=[O:30])[NH:11][CH2:12][C@H:13]([OH:29])[CH2:14][NH:15][C:16]1[CH:17]=[C:18]2[C:22](=[CH:23][CH:24]=1)[N:21]([CH2:25][CH2:26][F:27])[C:20](=[O:28])[CH2:19]2)([CH3:8])([CH3:7])[CH3:6].C(N(CC)CC)C. (4) Given the product [NH2:85][C@H:56]([C:57]1[C:62]([C:63]2[CH:64]=[CH:65][C:66]([CH3:78])=[C:67]3[C:71]=2[N:70]([CH3:72])[N:69]=[C:68]3[NH:73][S:74]([CH3:77])(=[O:76])=[O:75])=[CH:61][CH:60]=[C:59]([C:79]#[C:80][C:81]([OH:84])([CH3:82])[CH3:83])[N:58]=1)[CH2:55][C:50]1[CH:49]=[C:48]([F:47])[CH:53]=[C:52]([F:54])[CH:51]=1, predict the reactants needed to synthesize it. The reactants are: OC(C(F)(F)F)=O.N[C@H](C1C(C2C=CC(Cl)=C3C=2N(C)N=C3NS(C)(=O)=O)=CC=C(C#CC(O)(C)C)N=1)CC1C=C(F)C=C(F)C=1.[F:47][C:48]1[CH:49]=[C:50]([CH2:55][C@H:56]([NH:85]C(=O)OC(C)(C)C)[C:57]2[C:62]([C:63]3[CH:64]=[CH:65][C:66]([CH3:78])=[C:67]4[C:71]=3[N:70]([CH3:72])[N:69]=[C:68]4[NH:73][S:74]([CH3:77])(=[O:76])=[O:75])=[CH:61][CH:60]=[C:59]([C:79]#[C:80][C:81]([OH:84])([CH3:83])[CH3:82])[N:58]=2)[CH:51]=[C:52]([F:54])[CH:53]=1.